Predict the reactants needed to synthesize the given product. From a dataset of Full USPTO retrosynthesis dataset with 1.9M reactions from patents (1976-2016). (1) Given the product [C:1]([O:5][C:6]([N:8]1[CH2:9][CH2:10][CH:11]([CH2:14][C:15](=[O:17])[NH:21][C:24]2[CH:25]=[CH:3][C:1]([C:32]3[CH:31]=[CH:12][CH:11]=[CH:10][CH:9]=3)=[CH:2][CH:26]=2)[CH2:12][CH2:13]1)=[O:7])([CH3:2])([CH3:3])[CH3:4], predict the reactants needed to synthesize it. The reactants are: [C:1]([O:5][C:6]([N:8]1[CH2:13][CH2:12][CH:11]([CH2:14][C:15]([OH:17])=O)[CH2:10][CH2:9]1)=[O:7])([CH3:4])([CH3:3])[CH3:2].C([N:21]([CH:24]([CH3:26])[CH3:25])CC)(C)C.[Cl-].ClC1N(C)[CH2:32][CH2:31][NH+]1C. (2) The reactants are: [CH2:1]([O:3][C:4](=[O:32])[C:5]([CH3:31])([CH3:30])[CH2:6][C:7]1[N:8]([CH2:22][C:23]2[CH:28]=[CH:27][C:26]([Br:29])=[CH:25][CH:24]=2)[C:9]2[C:14]([C:15]=1[S:16][C:17]([CH3:20])([CH3:19])[CH3:18])=[CH:13][C:12]([OH:21])=[CH:11][CH:10]=2)[CH3:2].Br[CH2:34][C:35]1[CH:44]=[CH:43][C:42]2[C:37](=[CH:38][CH:39]=[C:40]([F:45])[CH:41]=2)[N:36]=1.C([O-])([O-])=O.[Cs+].[Cs+]. Given the product [CH2:1]([O:3][C:4](=[O:32])[C:5]([CH3:31])([CH3:30])[CH2:6][C:7]1[N:8]([CH2:22][C:23]2[CH:24]=[CH:25][C:26]([Br:29])=[CH:27][CH:28]=2)[C:9]2[C:14]([C:15]=1[S:16][C:17]([CH3:20])([CH3:19])[CH3:18])=[CH:13][C:12]([O:21][CH2:34][C:35]1[CH:44]=[CH:43][C:42]3[C:37](=[CH:38][CH:39]=[C:40]([F:45])[CH:41]=3)[N:36]=1)=[CH:11][CH:10]=2)[CH3:2], predict the reactants needed to synthesize it. (3) Given the product [CH3:1][N:2]([CH3:44])[CH2:3][C:4]([NH:6][CH2:7][C@H:8]1[CH2:13][CH2:12][C@H:11]([CH2:14][C:15]([NH:17][C@H:18]2[CH2:19][C:20]3[CH:28]=[CH:27][CH:26]=[C:22]([C:23]([OH:25])=[O:24])[C:21]=3[O:32][B:31]2[OH:39])=[O:16])[CH2:10][CH2:9]1)=[O:5], predict the reactants needed to synthesize it. The reactants are: [CH3:1][N:2]([CH3:44])[CH2:3][C:4]([NH:6][CH2:7][C@H:8]1[CH2:13][CH2:12][C@H:11]([CH2:14][C:15]([NH:17][C@H:18]([B:31]2[O:39]C3C(C)(C4CC(C3)C4(C)C)[O:32]2)[CH2:19][C:20]2[C:21](OC)=[C:22]([CH:26]=[CH:27][CH:28]=2)[C:23]([OH:25])=[O:24])=[O:16])[CH2:10][CH2:9]1)=[O:5].B(Cl)(Cl)Cl. (4) The reactants are: [CH3:1][N:2]1[CH2:7][CH2:6][NH:5][CH2:4][CH2:3]1.CS([C:12]1[N:17]=[C:16]([Sn:18]([CH2:27][CH2:28][CH2:29][CH3:30])([CH2:23][CH2:24][CH2:25][CH3:26])[CH2:19][CH2:20][CH2:21][CH3:22])[CH:15]=[CH:14][N:13]=1)(=O)=O.O1CCOCC1. Given the product [CH3:1][N:2]1[CH2:7][CH2:6][N:5]([C:12]2[N:17]=[C:16]([Sn:18]([CH2:23][CH2:24][CH2:25][CH3:26])([CH2:27][CH2:28][CH2:29][CH3:30])[CH2:19][CH2:20][CH2:21][CH3:22])[CH:15]=[CH:14][N:13]=2)[CH2:4][CH2:3]1, predict the reactants needed to synthesize it.